Task: Regression. Given two drug SMILES strings and cell line genomic features, predict the synergy score measuring deviation from expected non-interaction effect.. Dataset: NCI-60 drug combinations with 297,098 pairs across 59 cell lines (1) Drug 1: C1CCC(C1)C(CC#N)N2C=C(C=N2)C3=C4C=CNC4=NC=N3. Drug 2: CN(C(=O)NC(C=O)C(C(C(CO)O)O)O)N=O. Cell line: MALME-3M. Synergy scores: CSS=-3.05, Synergy_ZIP=-0.612, Synergy_Bliss=-6.26, Synergy_Loewe=-6.85, Synergy_HSA=-7.34. (2) Drug 1: CC1=C(C=C(C=C1)NC2=NC=CC(=N2)N(C)C3=CC4=NN(C(=C4C=C3)C)C)S(=O)(=O)N.Cl. Drug 2: CN1C2=C(C=C(C=C2)N(CCCl)CCCl)N=C1CCCC(=O)O.Cl. Cell line: UACC62. Synergy scores: CSS=2.30, Synergy_ZIP=-0.0210, Synergy_Bliss=1.44, Synergy_Loewe=1.32, Synergy_HSA=1.60. (3) Drug 1: C1=CN(C(=O)N=C1N)C2C(C(C(O2)CO)O)O.Cl. Drug 2: C1CC(=O)NC(=O)C1N2C(=O)C3=CC=CC=C3C2=O. Cell line: NCI-H460. Synergy scores: CSS=39.7, Synergy_ZIP=-0.327, Synergy_Bliss=0.890, Synergy_Loewe=-45.1, Synergy_HSA=0.0898. (4) Drug 1: C1=CC(=C2C(=C1NCCNCCO)C(=O)C3=C(C=CC(=C3C2=O)O)O)NCCNCCO. Drug 2: C1=CC(=CC=C1CCCC(=O)O)N(CCCl)CCCl. Cell line: MCF7. Synergy scores: CSS=34.1, Synergy_ZIP=-14.7, Synergy_Bliss=-7.59, Synergy_Loewe=-3.81, Synergy_HSA=-1.40. (5) Drug 1: CC=C1C(=O)NC(C(=O)OC2CC(=O)NC(C(=O)NC(CSSCCC=C2)C(=O)N1)C(C)C)C(C)C. Drug 2: COCCOC1=C(C=C2C(=C1)C(=NC=N2)NC3=CC=CC(=C3)C#C)OCCOC.Cl. Cell line: SW-620. Synergy scores: CSS=7.67, Synergy_ZIP=5.92, Synergy_Bliss=2.07, Synergy_Loewe=-27.6, Synergy_HSA=1.30. (6) Drug 1: C1C(C(OC1N2C=C(C(=O)NC2=O)F)CO)O. Drug 2: C1CCC(C(C1)N)N.C(=O)(C(=O)[O-])[O-].[Pt+4]. Cell line: IGROV1. Synergy scores: CSS=10.4, Synergy_ZIP=-5.21, Synergy_Bliss=0.234, Synergy_Loewe=-1.65, Synergy_HSA=1.37. (7) Synergy scores: CSS=27.3, Synergy_ZIP=0.420, Synergy_Bliss=0.740, Synergy_Loewe=-36.4, Synergy_HSA=-1.83. Drug 1: C1CCN(CC1)CCOC2=CC=C(C=C2)C(=O)C3=C(SC4=C3C=CC(=C4)O)C5=CC=C(C=C5)O. Drug 2: CCC1=C2CN3C(=CC4=C(C3=O)COC(=O)C4(CC)O)C2=NC5=C1C=C(C=C5)O. Cell line: ACHN. (8) Drug 1: C1CCC(C1)C(CC#N)N2C=C(C=N2)C3=C4C=CNC4=NC=N3. Drug 2: CN1C2=C(C=C(C=C2)N(CCCl)CCCl)N=C1CCCC(=O)O.Cl. Cell line: SK-MEL-28. Synergy scores: CSS=-4.95, Synergy_ZIP=1.99, Synergy_Bliss=-2.22, Synergy_Loewe=-7.33, Synergy_HSA=-6.76. (9) Drug 1: CC1=C(C=C(C=C1)NC2=NC=CC(=N2)N(C)C3=CC4=NN(C(=C4C=C3)C)C)S(=O)(=O)N.Cl. Drug 2: CC1CCC2CC(C(=CC=CC=CC(CC(C(=O)C(C(C(=CC(C(=O)CC(OC(=O)C3CCCCN3C(=O)C(=O)C1(O2)O)C(C)CC4CCC(C(C4)OC)OCCO)C)C)O)OC)C)C)C)OC. Cell line: OVCAR-5. Synergy scores: CSS=3.14, Synergy_ZIP=-2.34, Synergy_Bliss=-6.04, Synergy_Loewe=-16.7, Synergy_HSA=-7.72. (10) Drug 1: CCN(CC)CCNC(=O)C1=C(NC(=C1C)C=C2C3=C(C=CC(=C3)F)NC2=O)C. Drug 2: C1C(C(OC1N2C=NC(=NC2=O)N)CO)O. Cell line: DU-145. Synergy scores: CSS=1.78, Synergy_ZIP=6.20, Synergy_Bliss=9.18, Synergy_Loewe=-37.7, Synergy_HSA=-1.83.